Dataset: Cav3 T-type calcium channel HTS with 100,875 compounds. Task: Binary Classification. Given a drug SMILES string, predict its activity (active/inactive) in a high-throughput screening assay against a specified biological target. (1) The compound is s1c(C(N2CCC(=CC2)c2ccc(F)cc2)c2n(nnn2)CCc2ccccc2)ccc1. The result is 0 (inactive). (2) The drug is O=C(NC(C)(C)C)CN(Cc1ccccc1)C(=O)c1cn(nc1)C(C)C. The result is 0 (inactive). (3) The drug is O1c2c(C(c3c1cccc3)CC(=O)NCc1occc1)cccc2. The result is 0 (inactive). (4) The drug is S(=O)(=O)(N1C(CCCC1)C(=O)N1CCN(CC1)Cc1ccccc1)c1ccc(cc1)C. The result is 0 (inactive). (5) The compound is Brc1ccc(n2c(=O)[nH]c(N3CCN(CC3)c3c(F)cccc3)cc2=O)cc1. The result is 0 (inactive). (6) The molecule is Brc1ccc(OCc2cc(ccc2OC)/C=C\C(=O)NCc2c(n(nc2)C)C)cc1. The result is 0 (inactive). (7) The compound is Clc1ncc(NC(=O)Cc2c(F)cccc2)cc1. The result is 0 (inactive).